From a dataset of Forward reaction prediction with 1.9M reactions from USPTO patents (1976-2016). Predict the product of the given reaction. Given the reactants [CH2:1]([N:3]([CH2:37][CH3:38])[CH2:4][CH2:5][CH2:6][NH:7][C:8]1[N:9]=[C:10]([C:27]2[CH:28]=[C:29]([CH:33]=[CH:34][C:35]=2[CH3:36])[C:30]([OH:32])=O)[C:11]2[CH:17]=[CH:16][C:15](=[O:18])[N:14]([C:19]3[C:24]([F:25])=[CH:23][CH:22]=[CH:21][C:20]=3[F:26])[C:12]=2[N:13]=1)[CH3:2].CN(C(ON1N=NC2C=CC=CC1=2)=[N+](C)C)C.F[P-](F)(F)(F)(F)F.C(N(CC)CC)C.[CH3:70][NH:71][C:72](=[O:75])[CH2:73][NH2:74], predict the reaction product. The product is: [CH2:1]([N:3]([CH2:37][CH3:38])[CH2:4][CH2:5][CH2:6][NH:7][C:8]1[N:9]=[C:10]([C:27]2[CH:28]=[C:29]([CH:33]=[CH:34][C:35]=2[CH3:36])[C:30]([NH:74][CH2:73][C:72]([NH:71][CH3:70])=[O:75])=[O:32])[C:11]2[CH:17]=[CH:16][C:15](=[O:18])[N:14]([C:19]3[C:24]([F:25])=[CH:23][CH:22]=[CH:21][C:20]=3[F:26])[C:12]=2[N:13]=1)[CH3:2].